From a dataset of Reaction yield outcomes from USPTO patents with 853,638 reactions. Predict the reaction yield, written as a fraction of the theoretical maximum amount of product (1.0 means a 100% yield; for example, 0.34 means a 34% yield). (1) The reactants are [OH:1][C:2]1[CH:7]=[CH:6][C:5]([CH2:8][C:9]([O:11][CH2:12][CH3:13])=[O:10])=[CH:4][C:3]=1[O:14][CH3:15].C(=O)([O-])[O-].[K+].[K+].CN(C)C=O.Cl[CH2:28][C:29]1[N:30]=[C:31]([C:35]2[CH:40]=[CH:39][CH:38]=[CH:37][CH:36]=2)[O:32][C:33]=1[CH3:34]. The catalyst is O. The product is [CH3:15][O:14][C:3]1[CH:4]=[C:5]([CH2:8][C:9]([O:11][CH2:12][CH3:13])=[O:10])[CH:6]=[CH:7][C:2]=1[O:1][CH2:28][C:29]1[N:30]=[C:31]([C:35]2[CH:40]=[CH:39][CH:38]=[CH:37][CH:36]=2)[O:32][C:33]=1[CH3:34]. The yield is 0.760. (2) The reactants are [Cl:1][C:2]1[CH:3]=[C:4]([CH:9](O)[C:10]([F:13])([F:12])[F:11])[CH:5]=[C:6]([Cl:8])[CH:7]=1.[Br:15]N1C(=O)CCC1=O.P(OC1C=CC=CC=1)(OC1C=CC=CC=1)OC1C=CC=CC=1. The catalyst is ClCCl. The product is [Br:15][CH:9]([C:4]1[CH:3]=[C:2]([Cl:1])[CH:7]=[C:6]([Cl:8])[CH:5]=1)[C:10]([F:13])([F:12])[F:11]. The yield is 0.400.